From a dataset of Full USPTO retrosynthesis dataset with 1.9M reactions from patents (1976-2016). Predict the reactants needed to synthesize the given product. (1) Given the product [CH2:26]([C:30]1[O:31][C:32]2[CH:41]=[CH:40][CH:39]=[CH:38][C:33]=2[C:34]=1/[CH:35]=[N:36]/[O:37][CH2:14][CH2:13][CH2:12][O:11][C:8]1[C:7]([C:16]2[CH:21]=[CH:20][C:19]([C:22]([F:23])([F:25])[F:24])=[CH:18][CH:17]=2)=[CH:6][C:5]([C:3]([OH:2])=[O:4])=[CH:10][CH:9]=1)[CH2:27][CH2:28][CH3:29], predict the reactants needed to synthesize it. The reactants are: C[O:2][C:3]([C:5]1[CH:6]=[C:7]([C:16]2[CH:21]=[CH:20][C:19]([C:22]([F:25])([F:24])[F:23])=[CH:18][CH:17]=2)[C:8]([O:11][CH2:12][CH2:13][CH2:14]Br)=[CH:9][CH:10]=1)=[O:4].[CH2:26]([C:30]1[O:31][C:32]2[CH:41]=[CH:40][CH:39]=[CH:38][C:33]=2[C:34]=1[CH:35]=[N:36][OH:37])[CH2:27][CH2:28][CH3:29].C(O)C.[OH-].[Na+]. (2) Given the product [Cl:1][C:2]1[C:3]2[CH:14]=[C:13]([C:15]([F:18])([F:16])[F:17])[CH:12]=[CH:11][C:4]=2[S:5][C:6]=1[C:7]([OH:9])=[O:8], predict the reactants needed to synthesize it. The reactants are: [Cl:1][C:2]1[C:3]2[CH:14]=[C:13]([C:15]([F:18])([F:17])[F:16])[CH:12]=[CH:11][C:4]=2[S:5][C:6]=1[C:7]([O:9]C)=[O:8].O.[OH-].[Li+].O.